The task is: Predict the reaction yield, written as a fraction of the theoretical maximum amount of product (1.0 means a 100% yield; for example, 0.34 means a 34% yield).. This data is from Reaction yield outcomes from USPTO patents with 853,638 reactions. (1) The reactants are C1C=CC(P(C2C=CC=CC=2)C2C=CC=CC=2)=CC=1.[Cl:20][C:21]1[CH:22]=[CH:23][C:24]([OH:27])=[N:25][CH:26]=1.C1C=CC(COC(/N=N/C(OCC2C=CC=CC=2)=O)=O)=CC=1.[CH2:50]([N:57]1[CH2:61][C@H:60]([C:62]2[CH:67]=[CH:66][C:65]([Cl:68])=[C:64]([F:69])[CH:63]=2)[C@@H:59]([C@H:70](O)[CH3:71])[CH2:58]1)[C:51]1[CH:56]=[CH:55][CH:54]=[CH:53][CH:52]=1. The catalyst is C1COCC1. The product is [CH2:50]([N:57]1[CH2:61][C@H:60]([C:62]2[CH:67]=[CH:66][C:65]([Cl:68])=[C:64]([F:69])[CH:63]=2)[C@@H:59]([C@@H:70]([O:27][C:24]2[CH:23]=[CH:22][C:21]([Cl:20])=[CH:26][N:25]=2)[CH3:71])[CH2:58]1)[C:51]1[CH:52]=[CH:53][CH:54]=[CH:55][CH:56]=1. The yield is 0.750. (2) The yield is 0.820. The reactants are CON(C)[C:4]([C:6]1[CH:7]=[N:8][N:9]2[CH2:14][CH2:13][CH2:12][O:11][C:10]=12)=[O:5].[CH3:16][Mg]Br.CCOCC. The catalyst is O1CCCC1. The product is [N:8]1[N:9]2[C:10]([O:11][CH2:12][CH2:13][CH2:14]2)=[C:6]([C:4](=[O:5])[CH3:16])[CH:7]=1. (3) The reactants are [Br:1][C:2]1[CH:3]=[C:4]([C@@H:8]([N:10]2[CH2:15][CH2:14][C@@:13]([C:20]3[CH:25]=[CH:24][C:23]([F:26])=[CH:22][CH:21]=3)([CH2:16][C:17](=[O:19])[CH3:18])[O:12][C:11]2=[O:27])[CH3:9])[CH:5]=[CH:6][CH:7]=1.[CH3:28][Mg+].[Br-]. The catalyst is C1(C)C=CC=CC=1. The product is [Br:1][C:2]1[CH:3]=[C:4]([C@@H:8]([N:10]2[CH2:15][CH2:14][C@@:13]([C:20]3[CH:21]=[CH:22][C:23]([F:26])=[CH:24][CH:25]=3)([CH2:16][C:17]([OH:19])([CH3:28])[CH3:18])[O:12][C:11]2=[O:27])[CH3:9])[CH:5]=[CH:6][CH:7]=1. The yield is 0.420.